This data is from Catalyst prediction with 721,799 reactions and 888 catalyst types from USPTO. The task is: Predict which catalyst facilitates the given reaction. (1) Reactant: [NH2:1][C:2]1O[C:5]([CH2:7][C:8]2[CH:13]=[CH:12][C:11]([OH:14])=[CH:10][CH:9]=2)=[N:4][N:3]=1.[NH2:15][NH2:16]. Product: [NH2:15][N:16]1[C:2]([NH2:1])=[N:3][N:4]=[C:5]1[CH2:7][C:8]1[CH:9]=[CH:10][C:11]([OH:14])=[CH:12][CH:13]=1. The catalyst class is: 6. (2) Reactant: Br[C:2]1[CH:3]=[C:4]2[C:8](=[CH:9][CH:10]=1)[N:7]([C:11](=[O:16])[C:12]([F:15])([F:14])[F:13])[CH2:6][CH2:5]2.[C:17]([Cu])#[N:18]. Product: [F:13][C:12]([F:15])([F:14])[C:11]([N:7]1[C:8]2[C:4](=[CH:3][C:2]([C:17]#[N:18])=[CH:10][CH:9]=2)[CH2:5][CH2:6]1)=[O:16]. The catalyst class is: 18. (3) Reactant: [C:1]([O:5][C:6](=[O:41])[CH2:7][O:8][C:9]1[C:14]2[CH2:15][CH2:16][CH2:17][CH2:18][CH:19]([NH:20][S:21]([C:24]3[CH:29]=[CH:28][C:27]([C:30]4[CH:35]=[C:34]([CH3:36])[CH:33]=[C:32]([C:37]([CH3:40])([CH3:39])[CH3:38])[CH:31]=4)=[CH:26][N:25]=3)(=[O:23])=[O:22])[C:13]=2[CH:12]=[CH:11][CH:10]=1)([CH3:4])([CH3:3])[CH3:2].CI.[C:44]([O-])([O-])=O.[K+].[K+]. Product: [C:1]([O:5][C:6](=[O:41])[CH2:7][O:8][C:9]1[C:14]2[CH2:15][CH2:16][CH2:17][CH2:18][CH:19]([N:20]([S:21]([C:24]3[CH:29]=[CH:28][C:27]([C:30]4[CH:35]=[C:34]([CH3:36])[CH:33]=[C:32]([C:37]([CH3:40])([CH3:39])[CH3:38])[CH:31]=4)=[CH:26][N:25]=3)(=[O:23])=[O:22])[CH3:44])[C:13]=2[CH:12]=[CH:11][CH:10]=1)([CH3:4])([CH3:3])[CH3:2]. The catalyst class is: 3. (4) Reactant: [F:1][C:2]([F:26])([F:25])[C:3]1[CH:4]=[C:5]([CH:22]=[CH:23][CH:24]=1)[CH2:6][NH:7][C:8]1[CH:13]=[C:12]([C:14]2[CH:19]=[C:18]([Cl:20])[CH:17]=[CH:16][C:15]=2[NH2:21])[N:11]=[CH:10][N:9]=1.CCN=C=NCCCN(C)C.Cl.[CH3:39][O:40][C:41]([C:43]1[CH:44]=[C:45]([CH:49]=[CH:50][CH:51]=1)[C:46](O)=[O:47])=[O:42]. Product: [F:26][C:2]([F:25])([F:1])[C:3]1[CH:4]=[C:5]([CH:22]=[CH:23][CH:24]=1)[CH2:6][NH:7][C:8]1[N:9]=[CH:10][N:11]=[C:12]([C:14]2[CH:19]=[C:18]([Cl:20])[CH:17]=[CH:16][C:15]=2[NH:21][C:46]([C:45]2[CH:44]=[C:43]([CH:51]=[CH:50][CH:49]=2)[C:41]([O:40][CH3:39])=[O:42])=[O:47])[CH:13]=1. The catalyst class is: 112. (5) Reactant: N12CCCN=C1CCCCC2.[CH:12]([C:15]1[N:20]=[C:19]([C:21]2[NH:22][O:23][C:24](=[O:26])[N:25]=2)[CH:18]=[C:17]([C:27]([F:30])([F:29])[F:28])[N:16]=1)([CH3:14])[CH3:13].[N:31]1([C:36](Cl)=[O:37])[CH2:35][CH2:34][CH2:33][CH2:32]1. Product: [N:31]1([C:36]([N:25]2[C:24](=[O:26])[O:23][N:22]=[C:21]2[C:19]2[CH:18]=[C:17]([C:27]([F:28])([F:30])[F:29])[N:16]=[C:15]([CH:12]([CH3:14])[CH3:13])[N:20]=2)=[O:37])[CH2:35][CH2:34][CH2:33][CH2:32]1. The catalyst class is: 17.